From a dataset of Peptide-MHC class I binding affinity with 185,985 pairs from IEDB/IMGT. Regression. Given a peptide amino acid sequence and an MHC pseudo amino acid sequence, predict their binding affinity value. This is MHC class I binding data. (1) The peptide sequence is SQCQAIHNV. The MHC is HLA-A68:02 with pseudo-sequence HLA-A68:02. The binding affinity (normalized) is 0.199. (2) The peptide sequence is SQGRGWFLL. The MHC is HLA-A02:03 with pseudo-sequence HLA-A02:03. The binding affinity (normalized) is 0.215. (3) The peptide sequence is AVRQFRASV. The MHC is HLA-A69:01 with pseudo-sequence HLA-A69:01. The binding affinity (normalized) is 0.310. (4) The MHC is HLA-A02:02 with pseudo-sequence HLA-A02:02. The peptide sequence is KLLEGEESRI. The binding affinity (normalized) is 0.670.